Dataset: Reaction yield outcomes from USPTO patents with 853,638 reactions. Task: Predict the reaction yield, written as a fraction of the theoretical maximum amount of product (1.0 means a 100% yield; for example, 0.34 means a 34% yield). (1) The reactants are Br.Br[CH:3]([C:12]1[CH:17]=[CH:16][N:15]=[C:14]([F:18])[CH:13]=1)[C:4]([C:6]1[CH:11]=[CH:10][N:9]=[CH:8][CH:7]=1)=O.[NH2:19][C:20]([NH2:22])=[S:21].C([O-])(O)=O.[Na+]. The catalyst is CN(C=O)C.O. The product is [F:18][C:14]1[CH:13]=[C:12]([C:3]2[S:21][C:20]([NH2:22])=[N:19][C:4]=2[C:6]2[CH:11]=[CH:10][N:9]=[CH:8][CH:7]=2)[CH:17]=[CH:16][N:15]=1. The yield is 0.870. (2) The reactants are Cl[C:2]1[N:7]=[C:6]([NH:8][C:9]2[CH:14]=[CH:13][C:12]3[O:15][CH2:16][CH2:17][O:18][C:11]=3[CH:10]=2)[C:5]([F:19])=[CH:4][N:3]=1.[NH2:20][C:21]1[CH:22]=[N:23][CH:24]=[CH:25][CH:26]=1.CC(C)([O-])C.[Na+].C1C=CC(P(C2C=CC3C(=CC=CC=3)C=2C2C3C(=CC=CC=3)C=CC=2P(C2C=CC=CC=2)C2C=CC=CC=2)C2C=CC=CC=2)=CC=1.C(N(CC)C(C)C)(C)C. The catalyst is C1(C)C=CC=CC=1.C([O-])(=O)C.[Pd+2].C([O-])(=O)C. The product is [CH2:17]1[CH2:16][O:15][C:12]2[CH:13]=[CH:14][C:9]([NH:8][C:6]3[C:5]([F:19])=[CH:4][N:3]=[C:2]([NH:20][C:21]4[CH:22]=[N:23][CH:24]=[CH:25][CH:26]=4)[N:7]=3)=[CH:10][C:11]=2[O:18]1. The yield is 0.140. (3) The reactants are O=[CH:2][CH2:3][CH2:4][CH2:5][CH2:6][CH2:7][NH:8][C:9](=[O:15])[O:10][C:11]([CH3:14])([CH3:13])[CH3:12].[Li]CCCC.[CH3:21][CH2:22][O:23][C:24]([CH:26](P(OCC)(OCC)=O)[F:27])=[O:25].[Cl-].[NH4+]. The catalyst is C1COCC1. The product is [C:11]([O:10][C:9]([NH:8][CH2:7][CH2:6][CH2:5][CH2:4][CH2:3]/[CH:2]=[C:26](\[F:27])/[C:24]([O:23][CH2:22][CH3:21])=[O:25])=[O:15])([CH3:14])([CH3:13])[CH3:12]. The yield is 0.680. (4) The reactants are [O-]P([O-])([O-])=O.[K+].[K+].[K+].[C:9]1(C)[CH:14]=[CH:13][CH:12]=[CH:11][C:10]=1B(O)O.Br[C:20]1[N:24]([C:25]2[C:30]([CH:31]([CH3:33])[CH3:32])=[CH:29][CH:28]=[CH:27][C:26]=2[CH:34]([CH3:36])[CH3:35])[C:23]([C:37]2[CH:42]=[CH:41][CH:40]=[CH:39][CH:38]=2)=[N:22][N:21]=1.[CH:43]1(P(C2CCCCC2)C2C=CC=CC=2C2C(OC)=CC=CC=2OC)CCCCC1. The catalyst is C(OC(=O)C)C.C1(C)C=CC=CC=1. The product is [CH:34]([C:26]1[CH:27]=[CH:28][CH:29]=[C:30]([CH:31]([CH3:33])[CH3:32])[C:25]=1[N:24]1[C:23]([C:37]2[CH:42]=[CH:41][CH:40]=[CH:39][C:38]=2[CH3:43])=[N:22][N:21]=[C:20]1[C:9]1[CH:14]=[CH:13][CH:12]=[CH:11][CH:10]=1)([CH3:36])[CH3:35]. The yield is 0.750.